Dataset: Catalyst prediction with 721,799 reactions and 888 catalyst types from USPTO. Task: Predict which catalyst facilitates the given reaction. (1) Reactant: C([O:3][C:4](=[O:41])[CH2:5][O:6][C:7]1[CH:12]=[CH:11][C:10]([S:13][CH2:14][C:15]2[CH:20]=[C:19]([C:21]#[C:22][CH2:23][C:24]3[CH:29]=[CH:28][CH:27]=[CH:26][CH:25]=3)[CH:18]=[C:17]([O:30][CH2:31][CH2:32][CH2:33][N:34]3[CH2:39][CH2:38][O:37][CH2:36][CH2:35]3)[CH:16]=2)=[CH:9][C:8]=1[CH3:40])C.[OH-].[Na+].Cl. Product: [CH3:40][C:8]1[CH:9]=[C:10]([S:13][CH2:14][C:15]2[CH:20]=[C:19]([C:21]#[C:22][CH2:23][C:24]3[CH:29]=[CH:28][CH:27]=[CH:26][CH:25]=3)[CH:18]=[C:17]([O:30][CH2:31][CH2:32][CH2:33][N:34]3[CH2:35][CH2:36][O:37][CH2:38][CH2:39]3)[CH:16]=2)[CH:11]=[CH:12][C:7]=1[O:6][CH2:5][C:4]([OH:41])=[O:3]. The catalyst class is: 8. (2) Reactant: [CH3:1][C:2]1[CH:11]=[CH:10][C:9]2[CH:8]=[CH:7][C:6]3[O:12][CH2:13][CH2:14][NH:15][C:5]=3[C:4]=2[N:3]=1.CCN(CC)CC.[C:23](Cl)(=[O:25])[CH3:24]. Product: [CH3:1][C:2]1[CH:11]=[CH:10][C:9]2[CH:8]=[CH:7][C:6]3[O:12][CH2:13][CH2:14][N:15]([C:23](=[O:25])[CH3:24])[C:5]=3[C:4]=2[N:3]=1. The catalyst class is: 2. (3) Reactant: [Br:1][C:2]1[CH:7]=[CH:6][C:5]([N+:8]([O-:10])=[O:9])=[CH:4][C:3]=1[OH:11].C(=O)([O-])[O-].[K+].[K+].[CH2:18](Br)[C:19]1[CH:24]=[CH:23][CH:22]=[CH:21][CH:20]=1. Product: [Br:1][C:2]1[CH:7]=[CH:6][C:5]([N+:8]([O-:10])=[O:9])=[CH:4][C:3]=1[O:11][CH2:18][C:19]1[CH:24]=[CH:23][CH:22]=[CH:21][CH:20]=1. The catalyst class is: 3. (4) Product: [CH3:23][C:6]1[CH:5]=[C:4]([CH3:24])[C:3]([C:1]2[NH:37][C:34]3[CH:35]=[N:36][C:31]([N:28]4[CH2:29][CH2:30][O:25][CH2:26][CH2:27]4)=[CH:32][C:33]=3[N:38]=2)=[CH:22][C:7]=1[C:8]([N:10]1[CH2:11][CH:12]([C:14]2[CH:21]=[CH:20][C:17]([C:18]#[N:19])=[CH:16][CH:15]=2)[CH2:13]1)=[O:9]. The catalyst class is: 8. Reactant: [CH:1]([C:3]1[C:4]([CH3:24])=[CH:5][C:6]([CH3:23])=[C:7]([CH:22]=1)[C:8]([N:10]1[CH2:13][CH:12]([C:14]2[CH:21]=[CH:20][C:17]([C:18]#[N:19])=[CH:16][CH:15]=2)[CH2:11]1)=[O:9])=O.[O:25]1[CH2:30][CH2:29][N:28]([C:31]2[N:36]=[CH:35][C:34]([NH2:37])=[C:33]([NH2:38])[CH:32]=2)[CH2:27][CH2:26]1.C(=O)(O)[O-].[Na+]. (5) Reactant: [NH2:1][C:2]1[S:3][C:4]2[C:9]([N:10]=1)=[CH:8][CH:7]=[C:6]([O:11][C:12]1[CH:13]=[C:14]([NH:19][C:20](=[O:32])[C:21]3[CH:26]=[CH:25][CH:24]=[C:23]([C:27]([C:30]#[N:31])([CH3:29])[CH3:28])[CH:22]=3)[CH:15]=[CH:16][C:17]=1[Cl:18])[N:5]=2.[CH:33]1([C:36](Cl)=[O:37])[CH2:35][CH2:34]1. Product: [Cl:18][C:17]1[CH:16]=[CH:15][C:14]([NH:19][C:20](=[O:32])[C:21]2[CH:26]=[CH:25][CH:24]=[C:23]([C:27]([C:30]#[N:31])([CH3:28])[CH3:29])[CH:22]=2)=[CH:13][C:12]=1[O:11][C:6]1[N:5]=[C:4]2[S:3][C:2]([NH:1][C:36]([CH:33]3[CH2:35][CH2:34]3)=[O:37])=[N:10][C:9]2=[CH:8][CH:7]=1. The catalyst class is: 17. (6) Reactant: [Cl-].[C:2]([O:6][C:7]([NH:9][NH:10][C:11]([CH2:13][C:14]1[CH:39]=[CH:38][C:17]([CH2:18][P+](C2C=CC=CC=2)(C2C=CC=CC=2)C2C=CC=CC=2)=[CH:16][CH:15]=1)=[O:12])=[O:8])([CH3:5])([CH3:4])[CH3:3].C([Li])CCC.[CH:45]([C:47]1[S:51][C:50]([NH:52][C:53](=[O:55])[CH3:54])=[CH:49][CH:48]=1)=O.[Cl-].[NH4+]. Product: [C:53]([NH:52][C:50]1[S:51][C:47]([CH:45]=[CH:18][C:17]2[CH:16]=[CH:15][C:14]([CH2:13][C:11]([NH:10][NH:9][C:7]([O:6][C:2]([CH3:3])([CH3:4])[CH3:5])=[O:8])=[O:12])=[CH:39][CH:38]=2)=[CH:48][CH:49]=1)(=[O:55])[CH3:54]. The catalyst class is: 7.